From a dataset of Serine/threonine kinase 33 screen with 319,792 compounds. Binary Classification. Given a drug SMILES string, predict its activity (active/inactive) in a high-throughput screening assay against a specified biological target. (1) The drug is S(Cc1onc(n1)c1cc(ccc1)C)c1ccccc1. The result is 0 (inactive). (2) The compound is Clc1c(OCC(=O)Nc2cc(/C(=N/NC(=O)c3sc(cc3)C)C)ccc2)ccc(Cl)c1. The result is 0 (inactive). (3) The drug is OP(=O)(Cc1c(CP(O)(=O)CCC(OC)=O)cccc1)CCC(OC)=O. The result is 0 (inactive). (4) The molecule is O1C(COc2c1cccc2)C(=O)Nc1cccnc1. The result is 0 (inactive).